Predict the product of the given reaction. From a dataset of Forward reaction prediction with 1.9M reactions from USPTO patents (1976-2016). (1) Given the reactants [CH2:1]([N:5]1[C:13](=[O:14])[C:12]2[C:7](=[CH:8][CH:9]=[CH:10][CH:11]=2)[C:6]1=[O:15])[CH2:2][CH:3]=[CH2:4].ClC1C=C(C=CC=1)C(OO)=[O:21], predict the reaction product. The product is: [O:21]1[CH2:4][CH:3]1[CH2:2][CH2:1][N:5]1[C:13](=[O:14])[C:12]2[C:7](=[CH:8][CH:9]=[CH:10][CH:11]=2)[C:6]1=[O:15]. (2) The product is: [Cl:1][C:2]1[C:7]([Cl:8])=[CH:6][CH:5]=[CH:4][C:3]=1[N:9]1[C:13]([NH:14][CH2:15][C:16]2[CH:21]=[CH:20][N:19]=[C:18]([N:23]3[CH2:27][CH2:26][CH2:25][CH2:24]3)[CH:17]=2)=[N:12][N:11]=[N:10]1. Given the reactants [Cl:1][C:2]1[C:7]([Cl:8])=[CH:6][CH:5]=[CH:4][C:3]=1[N:9]1[C:13]([NH:14][CH2:15][C:16]2[CH:21]=[CH:20][N:19]=[C:18](F)[CH:17]=2)=[N:12][N:11]=[N:10]1.[NH:23]1[CH2:27][CH2:26][CH2:25][CH2:24]1, predict the reaction product.